Dataset: Experimentally validated miRNA-target interactions with 360,000+ pairs, plus equal number of negative samples. Task: Binary Classification. Given a miRNA mature sequence and a target amino acid sequence, predict their likelihood of interaction. The miRNA is hsa-miR-219b-3p with sequence AGAAUUGCGUUUGGACAAUCAGU. The protein sequence of the target gene is MIMSSYLMDSNYIDPKFPPCEEYSQNSYIPEHSPEYYGRTRESGFQHHHQELYPPPPPRPSYPERQYSCTSLQGPGNSRAHGPAQAGHHHPEKSQPLCEPAPLSGTSASPSPAPPACSQPAPDHPSSAASKQPIVYPWMKKIHVSTVNPNYNGGEPKRSRTAYTRQQVLELEKEFHYNRYLTRRRRIEIAHSLCLSERQIKIWFQNRRMKWKKDHRLPNTKVRSAPPAGAAPSTLSAATPGTSEDHSQSATPPEQQRAEDITRL. Result: 0 (no interaction).